This data is from Catalyst prediction with 721,799 reactions and 888 catalyst types from USPTO. The task is: Predict which catalyst facilitates the given reaction. (1) Reactant: [C:1]([O:5][C:6]([N:8]1[C:16]2[C:11](=[CH:12][C:13]([CH2:17][OH:18])=[CH:14][CH:15]=2)[CH:10]=[C:9]1[C:19]1[C:20]2[S:33][CH:32]=[CH:31][C:21]=2[N:22]([C:24]([O:26][C:27]([CH3:30])([CH3:29])[CH3:28])=[O:25])[N:23]=1)=[O:7])([CH3:4])([CH3:3])[CH3:2].CC(OI1(OC(C)=O)(OC(C)=O)OC(=O)C2C=CC=CC1=2)=O.O.C(OCC)(=O)C. Product: [C:1]([O:5][C:6]([N:8]1[C:16]2[C:11](=[CH:12][C:13]([CH:17]=[O:18])=[CH:14][CH:15]=2)[CH:10]=[C:9]1[C:19]1[C:20]2[S:33][CH:32]=[CH:31][C:21]=2[N:22]([C:24]([O:26][C:27]([CH3:30])([CH3:29])[CH3:28])=[O:25])[N:23]=1)=[O:7])([CH3:4])([CH3:2])[CH3:3]. The catalyst class is: 4. (2) Reactant: [N+:1]([O-:4])(O)=[O:2].[OH:5][C:6]1[CH:23]=[CH:22][C:9]2[CH2:10][CH2:11][N:12]([C:15]([O:17][C:18]([CH3:21])([CH3:20])[CH3:19])=[O:16])[CH2:13][CH2:14][C:8]=2[C:7]=1[CH3:24].C(Cl)Cl.CO.[NH4+].[OH-]. Product: [OH:5][C:6]1[C:23]([N+:1]([O-:4])=[O:2])=[CH:22][C:9]2[CH2:10][CH2:11][N:12]([C:15]([O:17][C:18]([CH3:20])([CH3:21])[CH3:19])=[O:16])[CH2:13][CH2:14][C:8]=2[C:7]=1[CH3:24]. The catalyst class is: 2. (3) Reactant: Br[C:2]1[C:7]([Cl:8])=[CH:6][N:5]=[C:4]([NH:9][C:10]([C@@H:12]2[CH2:17][CH2:16][CH2:15][N:14]([C:18]([O:20][C:21]([CH3:24])([CH3:23])[CH3:22])=[O:19])[CH2:13]2)=[O:11])[CH:3]=1.[CH3:40][C:35]1([CH3:41])[C:36](C)([CH3:39])OB(B2O[C:36]([CH3:39])(C)[C:35]([CH3:41])([CH3:40])O2)O1.[C:43]([O-])(=O)[CH3:44].[K+].[C:48](=[O:51])([O-])[O-].[Na+].[Na+]. Product: [Cl:8][C:7]1[C:2]([C:3]2[CH:2]=[CH:7][C:6]3[N:5]=[CH:4][N:9]([CH2:41][CH:35]4[CH2:36][CH2:39][O:51][CH2:48][CH2:40]4)[C:43]=3[CH:44]=2)=[CH:3][C:4]([NH:9][C:10]([C@@H:12]2[CH2:17][CH2:16][CH2:15][N:14]([C:18]([O:20][C:21]([CH3:24])([CH3:23])[CH3:22])=[O:19])[CH2:13]2)=[O:11])=[N:5][CH:6]=1. The catalyst class is: 12. (4) Reactant: [CH:1]1([C:4]2[CH:5]=[N:6][C:7]([N:14]([C:21]3[CH:22]=[C:23]4[C:27](=[CH:28][CH:29]=3)[N:26]([CH2:30][C:31]3[CH:36]=[CH:35][CH:34]=[C:33]([O:37][CH3:38])[CH:32]=3)[CH:25]=[CH:24]4)C(=O)C(F)(F)F)=[C:8]([CH:13]=2)[C:9]([O:11]C)=[O:10])[CH2:3][CH2:2]1.[OH-].[Na+]. Product: [CH:1]1([C:4]2[CH:5]=[N:6][C:7]([NH:14][C:21]3[CH:22]=[C:23]4[C:27](=[CH:28][CH:29]=3)[N:26]([CH2:30][C:31]3[CH:36]=[CH:35][CH:34]=[C:33]([O:37][CH3:38])[CH:32]=3)[CH:25]=[CH:24]4)=[C:8]([CH:13]=2)[C:9]([OH:11])=[O:10])[CH2:3][CH2:2]1. The catalyst class is: 111. (5) Reactant: Br[C:2]1[S:6][C:5]([C:7]2[C:15]3[C:11](=[N:12][S:13][N:14]=3)[C:10]([C:16]3[S:17][C:18](Br)=[CH:19][CH:20]=3)=[CH:9][CH:8]=2)=[CH:4][CH:3]=1.[CH3:22][C@@H:23]([CH2:36][CH2:37][CH:38]=[C:39]([CH3:41])[CH3:40])[CH2:24][CH2:25][O:26][C:27]1[CH:32]=[CH:31][C:30](B(O)O)=[CH:29][CH:28]=1.[C:42](=[O:45])([O-])[O-].[Na+].[Na+]. Product: [CH3:22][C@@H:23]([CH2:36][CH2:37][CH:38]=[C:39]([CH3:41])[CH3:40])[CH2:24][CH2:25][O:26][C:27]1[CH:32]=[CH:31][C:30]([C:2]2[S:6][C:5]([C:7]3[C:15]4[C:11](=[N:12][S:13][N:14]=4)[C:10]([C:16]4[S:17][C:18]([C:27]5[CH:32]=[CH:31][C:30]([O:45][CH2:42][CH2:40][C@@H:39]([CH3:41])[CH2:38][CH2:37][CH:36]=[C:23]([CH3:22])[CH3:24])=[CH:29][CH:28]=5)=[CH:19][CH:20]=4)=[CH:9][CH:8]=3)=[CH:4][CH:3]=2)=[CH:29][CH:28]=1. The catalyst class is: 276. (6) Reactant: [O:1]=[C:2]1[C:11]2[C:6](=[CH:7][CH:8]=[CH:9][CH:10]=2)[CH2:5][C@@H:4]([C:12]([OH:14])=[O:13])[CH2:3]1.[C:15]([O-])([O-])=O.[K+].[K+].CI.O. Product: [O:1]=[C:2]1[C:11]2[C:6](=[CH:7][CH:8]=[CH:9][CH:10]=2)[CH2:5][C@@H:4]([C:12]([O:14][CH3:15])=[O:13])[CH2:3]1. The catalyst class is: 3. (7) Reactant: CC([O-])(C)C.[K+].[C:7]([O:17][C:18]([CH3:21])([CH3:20])[CH3:19])(=[O:16])[CH2:8][C:9]([O:11][C:12]([CH3:15])([CH3:14])[CH3:13])=[O:10].Br[CH:23]([CH2:29]Br)[C:24]([O:26][CH2:27][CH3:28])=[O:25]. Product: [C:8]1([C:9]([O:11][C:12]([CH3:13])([CH3:14])[CH3:15])=[O:10])([C:7]([O:17][C:18]([CH3:21])([CH3:20])[CH3:19])=[O:16])[CH2:29][CH:23]1[C:24]([O:26][CH2:27][CH3:28])=[O:25]. The catalyst class is: 1. (8) Reactant: Br[C:2]1[CH:11]=[CH:10][C:9]([Cl:12])=[CH:8][C:3]=1[C:4]([O:6][CH3:7])=[O:5].C1(C)C=CC=CC=1P(C1C=CC=CC=1C)C1C=CC=CC=1C.C(N(CCCC)CCCC)CCC.[C:48]([OH:52])(=[O:51])[CH:49]=[CH2:50]. Product: [Cl:12][C:9]1[CH:10]=[CH:11][C:2]([C:49](=[CH2:50])[C:48]([OH:52])=[O:51])=[C:3]([C:4]([O:6][CH3:7])=[O:5])[CH:8]=1. The catalyst class is: 164. (9) Reactant: CN(C)C=O.Br[C:7]1[N:12]=[C:11]([C:13]([NH:15][C:16]2[CH:20]=[CH:19][N:18]([CH3:21])[N:17]=2)=[O:14])[C:10]([S:22][C:23]2[CH:28]=[CH:27][C:26]([F:29])=[CH:25][CH:24]=2)=[N:9][CH:8]=1.[SH:30][C:31]1[N:35]([CH3:36])[CH:34]=[N:33][N:32]=1.C(=O)([O-])[O-].[K+].[K+]. Product: [F:29][C:26]1[CH:27]=[CH:28][C:23]([S:22][C:10]2[C:11]([C:13]([NH:15][C:16]3[CH:20]=[CH:19][N:18]([CH3:21])[N:17]=3)=[O:14])=[N:12][C:7]([S:30][C:31]3[N:35]([CH3:36])[CH:34]=[N:33][N:32]=3)=[CH:8][N:9]=2)=[CH:24][CH:25]=1. The catalyst class is: 6. (10) The catalyst class is: 1. Reactant: [Br:1][C:2]1[CH:3]=[C:4]2[C:8](=[CH:9][CH:10]=1)[NH:7][C:6]1[CH:11]=[N:12][C:13]([CH:15]=O)=[CH:14][C:5]2=1.[OH-].[NH4+:18].II.[O-]S([O-])(=S)=O.[Na+].[Na+]. Product: [Br:1][C:2]1[CH:3]=[C:4]2[C:8](=[CH:9][CH:10]=1)[NH:7][C:6]1[CH:11]=[N:12][C:13]([C:15]#[N:18])=[CH:14][C:5]2=1.